The task is: Predict the reaction yield, written as a fraction of the theoretical maximum amount of product (1.0 means a 100% yield; for example, 0.34 means a 34% yield).. This data is from Reaction yield outcomes from USPTO patents with 853,638 reactions. The product is [ClH:23].[CH2:1]([C:8]1([OH:22])[CH2:14][O:13][CH2:12][CH2:11][NH:10][CH2:9]1)[C:2]1[CH:3]=[CH:4][CH:5]=[CH:6][CH:7]=1. The reactants are [CH2:1]([C:8]1([OH:22])[CH2:14][O:13][CH2:12][CH2:11][N:10](C(OC(C)(C)C)=O)[CH2:9]1)[C:2]1[CH:7]=[CH:6][CH:5]=[CH:4][CH:3]=1.[ClH:23].O1CCOCC1. The yield is 0.930. The catalyst is O1CCOCC1.